Dataset: Human Reference Interactome with 51,813 positive PPI pairs across 8,248 proteins, plus equal number of experimentally-validated negative pairs. Task: Binary Classification. Given two protein amino acid sequences, predict whether they physically interact or not. (1) Protein 1 (ENSG00000138834) has sequence MMEIQMDEGGGVVVYQDDYCSGSVMSERVSGLAGSIYREFERLIHCYDEEVVKELMPLVVNVLENLDSVLSENQEHEVELELLREDNEQLLTQYEREKALRRQAEEKFIEFEDALEQEKKELQIQVEHYEFQTRQLELKAKNYADQISRLEERESEMKKEYNALHQRHTEMIQTYVEHIERSKMQQVGGNSQTESSLPGRRKERPTSLNVFPLADGTVRAQIGGKLVPAGDHWHLSDLGQLQSSSSYQCPQDEMSESGQSSAAATPSTTGTKSNTPTSSVPSAAVTPLNESLQPLGDYGV.... Protein 2 (ENSG00000157978) has sequence MDALKSAGRALIRSPSLAKQSWGGGGRHRKLPENWTDTRETLLEGMLFSLKYLGMTLVEQPKGEELSAAAIKRIVATAKASGKKLQKVTLKVSPRGIILTDNLTNQLIENVSIYRISYCTADKMHDKVFAYIAQSQHNQSLECHAFLCTKRKMAQAVTLTVAQAFKVAFEFWQVSKEEKEKRDKASQEGGDVLGARQDCTPSLKSLVATGNLLDLEETAKAPLSTVSANTTNMDEVPRPQALSGSSVVWELDDGLDEAFSRLAQSRTNPQVLDTGLTAQDMHYAQCLSPVDWDKPDSSGT.... Result: 1 (the proteins interact). (2) Result: 0 (the proteins do not interact). Protein 2 (ENSG00000104112) has sequence MGFLGTGTWILVLVLPIQAFPKPGGSQDKSLHNRELSAERPLNEQIAEAEEDKIKKTYPPENKPGQSNYSFVDNLNLLKAITEKEKIEKERQSIRSSPLDNKLNVEDVDSTKNRKLIDDYDSTKSGLDHKFQDDPDGLHQLDGTPLTAEDIVHKIAARIYEENDRAVFDKIVSKLLNLGLITESQAHTLEDEVAEVLQKLISKEANNYEEDPNKPTSWTENQAGKIPEKVTPMAAIQDGLAKGENDETVSNTLTLTNGLERRTKTYSEDNFEELQYFPNFYALLKSIDSEKEAKEKETLI.... Protein 1 (ENSG00000179094) has sequence MSGPLEGADGGGDPRPGESFCPGGVPSPGPPQHRPCPGPSLADDTDANSNGSSGNESNGHESRGASQRSSHSSSSGNGKDSALLETTESSKSTNSQSPSPPSSSIAYSLLSASSEQDNPSTSGCSSEQSARARTQKELMTALRELKLRLPPERRGKGRSGTLATLQYALACVKQVQANQEYYQQWSLEEGEPCSMDMSTYTLEELEHITSEYTLQNQDTFSVAVSFLTGRIVYISEQAAVLLRCKRDVFRGTRFSELLAPQDVGVFYGSTAPSRLPTWGTGASAGSGLRDFTQEKSVFCR.... (3) Protein 1 (ENSG00000136950) has sequence MARNTLSSRFRRVDIDEFDENKFVDEQEEAAAAAAEPGPDPSEVDGLLRQGDMLRAFHAALRNSPVNTKNQAVKERAQGVVLKVLTNFKSSEIEQAVQSLDRNGVDLLMKYIYKGFEKPTENSSAVLLQWHEKALAVGGLGSIIRVLTARKTV*. Protein 2 (ENSG00000157349) has sequence MATDSWALAVDEQEAAAESLSNLHLKEEKIKPDTNGAVVKTNANAEKTDEEEKEDRAAQSLLNKLIRSNLVDNTNQVEVLQRDPNSPLYSVKSFEELRLKPQLLQGVYAMGFNRPSKIQENALPLMLAEPPQNLIAQSQSGTGKTAAFVLAMLSQVEPANKYPQCLCLSPTYELALQTGKVIEQMGKFYPELKLAYAVRGNKLERGQKISEQIVIGTPGTVLDWCSKLKFIDPKKIKVFVLDEADVMIATQGHQDQSIRIQRMLPRNCQMLLFSATFEDSVWKFAQKVVPDPNVIKLKRE.... Result: 0 (the proteins do not interact). (4) Protein 1 (ENSG00000108395) has sequence MDEQSVESIAEVFRCFICMEKLRDARLCPHCSKLCCFSCIRRWLTEQRAQCPHCRAPLQLRELVNCRWAEEVTQQLDTLQLCSLTKHEENEKDKCENHHEKLSVFCWTCKKCICHQCALWGGMHGGHTFKPLAEIYEQHVTKVNEEVAKLRRRLMELISLVQEVERNVEAVRNAKDERVREIRNAVEMMIARLDTQLKNKLITLMGQKTSLTQETELLESLLQEVEHQLRSCSKSELISKSSEILMMFQQVHRKPMASFVTTPVPPDFTSELVPSYDSATFVLENFSTLRQRADPVYSPP.... Protein 2 (ENSG00000129083) has sequence MTAAENVCYTLINVPMDSEPPSEISLKNDLEKGDVKSKTEALKKVIIMILNGEKLPGLLMTIIRFVLPLQDHTIKKLLLVFWEIVPKTTPDGRLLHEMILVCDAYRKDLQHPNEFIRGSTLRFLCKLKEAELLEPLMPAIRACLEHRHSYVRRNAVLAIYTIYRNFEHLIPDAPELIHDFLVNEKDASCKRNAFMMLIHADQDRALDYLSTCIDQVQTFGDILQLVIVELIYKVCHANPSERARFIRCIYNLLQSSSPAVKYEAAGTLVTLSSAPTAIKAAAQCYIDLIIKESDNNVKLI.... Result: 1 (the proteins interact).